From a dataset of Forward reaction prediction with 1.9M reactions from USPTO patents (1976-2016). Predict the product of the given reaction. (1) Given the reactants [CH2:1]([O:3][C:4]([C:6]1([C:9]2[CH:14]=[CH:13][C:12]([C:15]3[CH:20]=[CH:19][C:18]([C:21]4[S:22][CH:23]=[CH:24][C:25]=4[NH:26][C:27]([O:29][CH:30]([C:32]4[CH:37]=[CH:36][CH:35]=[CH:34][C:33]=4[Cl:38])[CH3:31])=[O:28])=[CH:17][CH:16]=3)=[CH:11][CH:10]=2)[CH2:8][CH2:7]1)=[O:5])[CH3:2].[Br:39]N1C(=O)CCC1=O.C1(C)C=CC=CC=1.C(=O)([O-])O.[Na+], predict the reaction product. The product is: [CH2:1]([O:3][C:4]([C:6]1([C:9]2[CH:10]=[CH:11][C:12]([C:15]3[CH:20]=[CH:19][C:18]([C:21]4[S:22][C:23]([Br:39])=[CH:24][C:25]=4[NH:26][C:27]([O:29][CH:30]([C:32]4[CH:37]=[CH:36][CH:35]=[CH:34][C:33]=4[Cl:38])[CH3:31])=[O:28])=[CH:17][CH:16]=3)=[CH:13][CH:14]=2)[CH2:7][CH2:8]1)=[O:5])[CH3:2]. (2) Given the reactants [N+:1]([C:4]1[CH:5]=[C:6]([S:10](Cl)(=[O:12])=[O:11])[CH:7]=[CH:8][CH:9]=1)([O-:3])=[O:2].[CH3:14][N:15]([CH3:19])[CH2:16][CH2:17][NH2:18].C(N(CC)CC)C, predict the reaction product. The product is: [CH3:14][N:15]([CH3:19])[CH2:16][CH2:17][NH:18][S:10]([C:6]1[CH:7]=[CH:8][CH:9]=[C:4]([N+:1]([O-:3])=[O:2])[CH:5]=1)(=[O:12])=[O:11]. (3) Given the reactants [F:1][C:2]([F:25])([F:24])[O:3][C:4]1[CH:23]=[CH:22][C:7]([O:8][CH:9]2[CH2:14][CH2:13][N:12]([C:15]3[CH:20]=[CH:19][C:18]([OH:21])=[CH:17][CH:16]=3)[CH2:11][CH2:10]2)=[CH:6][CH:5]=1.[CH2:26](OS(C1C=CC([N+]([O-])=O)=CC=1)(=O)=O)[C@@H:27]1[O:29][CH2:28]1, predict the reaction product. The product is: [O:29]1[CH2:28][C@@H:27]1[CH2:26][O:21][C:18]1[CH:19]=[CH:20][C:15]([N:12]2[CH2:11][CH2:10][CH:9]([O:8][C:7]3[CH:22]=[CH:23][C:4]([O:3][C:2]([F:1])([F:24])[F:25])=[CH:5][CH:6]=3)[CH2:14][CH2:13]2)=[CH:16][CH:17]=1. (4) Given the reactants [CH3:1][O:2][C:3](=[O:14])[CH:4]([NH2:13])[CH2:5][CH:6]1[CH2:11][CH:10]2[CH2:12][CH:7]1[CH2:8][CH2:9]2.C(N(CC)C(C)C)(C)C.C1(C[C@H](N2[CH2:49][C:48]([O:50][C:51]3[C:56]([F:57])=[CH:55][CH:54]=[CH:53][C:52]=3[F:58])=[CH:47][C:46]2=[O:59])C(NC2C=CN(CC(O)(C)C)N=2)=O)CCCCC1, predict the reaction product. The product is: [CH3:1][O:2][C:3](=[O:14])[CH:4]([N:13]1[CH2:49][C:48]([O:50][C:51]2[C:56]([F:57])=[CH:55][CH:54]=[CH:53][C:52]=2[F:58])=[CH:47][C:46]1=[O:59])[CH2:5][CH:6]1[CH2:11][CH:10]2[CH2:12][CH:7]1[CH2:8][CH2:9]2. (5) Given the reactants [CH3:1][C:2]1[N:6]([C:7]2[CH:12]=[CH:11][C:10]([N+:13]([O-:15])=[O:14])=[CH:9][CH:8]=2)[N:5]=[C:4]([C:16]([OH:18])=O)[N:3]=1.C[CH2:20][N:21](C(C)C)C(C)C.C(OC(Cl)=O)C(C)C.CN, predict the reaction product. The product is: [CH3:20][NH:21][C:16]([C:4]1[N:3]=[C:2]([CH3:1])[N:6]([C:7]2[CH:8]=[CH:9][C:10]([N+:13]([O-:15])=[O:14])=[CH:11][CH:12]=2)[N:5]=1)=[O:18]. (6) Given the reactants [CH3:1][C:2]1[C:7](=[O:8])[CH2:6][C@@H:5]([C:9]([CH3:11])=[CH2:10])[CH2:4][CH:3]=1, predict the reaction product. The product is: [CH3:1][C@H:2]1[C:7](=[O:8])[CH2:6][C@H:5]([C:9]([CH3:11])=[CH2:10])[CH2:4][CH2:3]1.[CH3:1][C:2]1[C:7](=[O:8])[CH2:6][CH:5]([C:9]([CH3:11])=[CH2:10])[CH2:4][CH:3]=1. (7) Given the reactants [NH2:1][C:2]1[C:3]([CH3:8])=[CH:4][CH:5]=[CH:6][CH:7]=1.N1C=CC=CC=1.[CH3:15][S:16](Cl)(=[O:18])=[O:17], predict the reaction product. The product is: [CH3:8][C:3]1[CH:4]=[CH:5][CH:6]=[CH:7][C:2]=1[NH:1][S:16]([CH3:15])(=[O:18])=[O:17].